Regression. Given two drug SMILES strings and cell line genomic features, predict the synergy score measuring deviation from expected non-interaction effect. From a dataset of NCI-60 drug combinations with 297,098 pairs across 59 cell lines. (1) Drug 1: CC(CN1CC(=O)NC(=O)C1)N2CC(=O)NC(=O)C2. Drug 2: CC=C1C(=O)NC(C(=O)OC2CC(=O)NC(C(=O)NC(CSSCCC=C2)C(=O)N1)C(C)C)C(C)C. Cell line: SK-MEL-28. Synergy scores: CSS=48.3, Synergy_ZIP=-2.17, Synergy_Bliss=-5.81, Synergy_Loewe=-29.7, Synergy_HSA=-3.87. (2) Drug 1: CC(CN1CC(=O)NC(=O)C1)N2CC(=O)NC(=O)C2. Drug 2: C(CN)CNCCSP(=O)(O)O. Cell line: HS 578T. Synergy scores: CSS=22.4, Synergy_ZIP=5.37, Synergy_Bliss=12.1, Synergy_Loewe=8.23, Synergy_HSA=10.9.